Task: Regression. Given two drug SMILES strings and cell line genomic features, predict the synergy score measuring deviation from expected non-interaction effect.. Dataset: NCI-60 drug combinations with 297,098 pairs across 59 cell lines (1) Drug 1: COC1=C2C(=CC3=C1OC=C3)C=CC(=O)O2. Drug 2: CC1C(C(CC(O1)OC2CC(CC3=C2C(=C4C(=C3O)C(=O)C5=CC=CC=C5C4=O)O)(C(=O)C)O)N)O. Cell line: HCC-2998. Synergy scores: CSS=62.8, Synergy_ZIP=-2.45, Synergy_Bliss=1.09, Synergy_Loewe=-31.1, Synergy_HSA=0.990. (2) Drug 1: CN(C)C1=NC(=NC(=N1)N(C)C)N(C)C. Drug 2: C1C(C(OC1N2C=C(C(=O)NC2=O)F)CO)O. Cell line: HL-60(TB). Synergy scores: CSS=68.6, Synergy_ZIP=9.49, Synergy_Bliss=5.71, Synergy_Loewe=-53.5, Synergy_HSA=3.60. (3) Drug 1: CC1C(C(=O)NC(C(=O)N2CCCC2C(=O)N(CC(=O)N(C(C(=O)O1)C(C)C)C)C)C(C)C)NC(=O)C3=C4C(=C(C=C3)C)OC5=C(C(=O)C(=C(C5=N4)C(=O)NC6C(OC(=O)C(N(C(=O)CN(C(=O)C7CCCN7C(=O)C(NC6=O)C(C)C)C)C)C(C)C)C)N)C. Drug 2: CCN(CC)CCNC(=O)C1=C(NC(=C1C)C=C2C3=C(C=CC(=C3)F)NC2=O)C. Cell line: CCRF-CEM. Synergy scores: CSS=15.9, Synergy_ZIP=-6.56, Synergy_Bliss=-0.191, Synergy_Loewe=-21.1, Synergy_HSA=-4.50. (4) Drug 1: CCCS(=O)(=O)NC1=C(C(=C(C=C1)F)C(=O)C2=CNC3=C2C=C(C=N3)C4=CC=C(C=C4)Cl)F. Drug 2: CC1=C2C(C(=O)C3(C(CC4C(C3C(C(C2(C)C)(CC1OC(=O)C(C(C5=CC=CC=C5)NC(=O)OC(C)(C)C)O)O)OC(=O)C6=CC=CC=C6)(CO4)OC(=O)C)OC)C)OC. Cell line: MDA-MB-231. Synergy scores: CSS=35.4, Synergy_ZIP=3.75, Synergy_Bliss=2.04, Synergy_Loewe=-22.6, Synergy_HSA=0.784. (5) Drug 1: CC1=C(C(CCC1)(C)C)C=CC(=CC=CC(=CC(=O)O)C)C. Drug 2: COC1=NC(=NC2=C1N=CN2C3C(C(C(O3)CO)O)O)N. Cell line: 786-0. Synergy scores: CSS=12.8, Synergy_ZIP=-7.22, Synergy_Bliss=-2.96, Synergy_Loewe=0.109, Synergy_HSA=1.89. (6) Drug 1: C1=CC(=CC=C1CCC2=CNC3=C2C(=O)NC(=N3)N)C(=O)NC(CCC(=O)O)C(=O)O. Drug 2: N.N.Cl[Pt+2]Cl. Cell line: UACC62. Synergy scores: CSS=9.46, Synergy_ZIP=-2.88, Synergy_Bliss=-0.411, Synergy_Loewe=-3.11, Synergy_HSA=0.815.